From a dataset of Catalyst prediction with 721,799 reactions and 888 catalyst types from USPTO. Predict which catalyst facilitates the given reaction. (1) Reactant: [CH3:1][C:2]1[C:7]([C:8]2[CH:13]=[CH:12][N:11]=[C:10]([NH:14][C:15]3[CH:20]=[CH:19][N:18]=[CH:17][CH:16]=3)[N:9]=2)=[CH:6][N:5]=[C:4]([NH2:21])[N:3]=1.[CH2:22]([O:29]CC(N(OC)C)=O)[C:23]1[CH:28]=[CH:27][CH:26]=[CH:25][CH:24]=1.NC1C=CN=CC=1.[Li+].C[Si]([N-][Si](C)(C)C)(C)C.C(OCC1C(C2C=CN=C(S(C)=O)N=2)=CN=C(N)N=1)C1C=CC=CC=1. Product: [CH2:22]([O:29][CH2:1][C:2]1[C:7]([C:8]2[CH:13]=[CH:12][N:11]=[C:10]([NH:14][C:15]3[CH:20]=[CH:19][N:18]=[CH:17][CH:16]=3)[N:9]=2)=[CH:6][N:5]=[C:4]([NH2:21])[N:3]=1)[C:23]1[CH:28]=[CH:27][CH:26]=[CH:25][CH:24]=1. The catalyst class is: 1. (2) Reactant: [C:1]1([NH2:8])[CH:6]=[CH:5][CH:4]=[CH:3][C:2]=1[NH2:7].[C:9]([N:17]=[C:18]=[S:19])(=[O:16])[C:10]1[CH:15]=[CH:14][CH:13]=[CH:12][CH:11]=1. Product: [C:9]([NH:17][C:18]([NH:7][C:2]1[CH:3]=[CH:4][CH:5]=[CH:6][C:1]=1[NH:8][C:18]([NH:17][C:9](=[O:16])[C:10]1[CH:11]=[CH:12][CH:13]=[CH:14][CH:15]=1)=[S:19])=[S:19])(=[O:16])[C:10]1[CH:15]=[CH:14][CH:13]=[CH:12][CH:11]=1. The catalyst class is: 21. (3) Reactant: [CH3:1][N:2]1[C:6]([C:7]2[CH:8]=[C:9]([C:12]([O:14][CH3:15])=[O:13])[S:10][CH:11]=2)=[CH:5][N:4]=[N:3]1.C1C(=O)N([Cl:23])C(=O)C1. Product: [Cl:23][C:5]1[N:4]=[N:3][N:2]([CH3:1])[C:6]=1[C:7]1[CH:8]=[C:9]([C:12]([O:14][CH3:15])=[O:13])[S:10][CH:11]=1. The catalyst class is: 508. (4) Reactant: [C:1](Cl)(Cl)=[S:2].[NH:5]1[CH:9]=[CH:8][N:7]=[CH:6]1.[Br:10][C:11]1[CH:16]=[CH:15][CH:14]=[CH:13][C:12]=1[CH:17]([OH:22])[C:18]([F:21])([F:20])[F:19]. Product: [Br:10][C:11]1[CH:16]=[CH:15][CH:14]=[CH:13][C:12]=1[CH:17]([O:22][C:1]([N:5]1[CH:9]=[CH:8][N:7]=[CH:6]1)=[S:2])[C:18]([F:20])([F:21])[F:19]. The catalyst class is: 26. (5) Reactant: [C:1]([C@H:5]1[CH2:10][NH:9][CH2:8][CH2:7][NH:6]1)([CH3:4])([CH3:3])[CH3:2].C(N(CC)CC)C.[C:18]([O:22][C:23](O[C:23]([O:22][C:18]([CH3:21])([CH3:20])[CH3:19])=[O:24])=[O:24])([CH3:21])([CH3:20])[CH3:19]. Product: [C:18]([O:22][C:23]([N:9]1[CH2:8][CH2:7][NH:6][C@@H:5]([C:1]([CH3:4])([CH3:3])[CH3:2])[CH2:10]1)=[O:24])([CH3:21])([CH3:20])[CH3:19]. The catalyst class is: 2.